This data is from Forward reaction prediction with 1.9M reactions from USPTO patents (1976-2016). The task is: Predict the product of the given reaction. Given the reactants CC(C)(C)C([O:5][C:6]1[CH:11]=[CH:10][C:9]([C:12]([C:31]2[CH:36]=[CH:35][C:34]([O:37]C(=O)C(C)(C)C)=[CH:33][CH:32]=2)=[C:13]([C:17]2[CH:22]=[CH:21][CH:20]=[C:19]([O:23][CH2:24][CH2:25][N:26]3[CH2:30][CH2:29][CH2:28][CH2:27]3)[CH:18]=2)[CH2:14][CH2:15][CH3:16])=[CH:8][CH:7]=1)=O.C1COCC1, predict the reaction product. The product is: [N:26]1([CH2:25][CH2:24][O:23][C:19]2[CH:18]=[C:17]([C:13]([CH2:14][CH2:15][CH3:16])=[C:12]([C:31]3[CH:32]=[CH:33][C:34]([OH:37])=[CH:35][CH:36]=3)[C:9]3[CH:10]=[CH:11][C:6]([OH:5])=[CH:7][CH:8]=3)[CH:22]=[CH:21][CH:20]=2)[CH2:30][CH2:29][CH2:28][CH2:27]1.